From a dataset of Forward reaction prediction with 1.9M reactions from USPTO patents (1976-2016). Predict the product of the given reaction. (1) Given the reactants [CH3:1][N:2]1[C:6]2[C:7]3[CH:8]=[CH:9][CH:10]=[CH:11][C:12]=3[O:13][CH2:14][C:5]=2[C:4]([C:15]([OH:17])=O)=[N:3]1.C(Cl)(=O)C(Cl)=O.N1C=CC=CC=1.[Cl:30][C:31]1[CH:36]=[CH:35][N:34]=[C:33]([NH2:37])[CH:32]=1, predict the reaction product. The product is: [Cl:30][C:31]1[CH:36]=[CH:35][N:34]=[C:33]([NH:37][C:15]([C:4]2[C:5]3[CH2:14][O:13][C:12]4[CH:11]=[CH:10][CH:9]=[CH:8][C:7]=4[C:6]=3[N:2]([CH3:1])[N:3]=2)=[O:17])[CH:32]=1. (2) Given the reactants [CH2:1]([O:8][C:9]1[CH:14]=[C:13]([CH2:15][NH:16]C(=O)OC(C)(C)C)[CH:12]=[CH:11][C:10]=1[C:24]1[CH:29]=[CH:28][CH:27]=[C:26]([C:30](=[O:34])[N:31]([CH3:33])[CH3:32])[CH:25]=1)[C:2]1[CH:7]=[CH:6][CH:5]=[CH:4][CH:3]=1.O1CCOCC1.[ClH:41], predict the reaction product. The product is: [ClH:41].[CH2:1]([O:8][C:9]1[CH:14]=[C:13]([CH2:15][NH2:16])[CH:12]=[CH:11][C:10]=1[C:24]1[CH:29]=[CH:28][CH:27]=[C:26]([C:30](=[O:34])[N:31]([CH3:32])[CH3:33])[CH:25]=1)[C:2]1[CH:3]=[CH:4][CH:5]=[CH:6][CH:7]=1.